From a dataset of Peptide-MHC class I binding affinity with 185,985 pairs from IEDB/IMGT. Regression. Given a peptide amino acid sequence and an MHC pseudo amino acid sequence, predict their binding affinity value. This is MHC class I binding data. (1) The peptide sequence is YSDPKRFFL. The MHC is HLA-A32:01 with pseudo-sequence HLA-A32:01. The binding affinity (normalized) is 0. (2) The binding affinity (normalized) is 0.358. The peptide sequence is DDSSSRDSF. The MHC is Mamu-B8701 with pseudo-sequence Mamu-B8701.